This data is from Forward reaction prediction with 1.9M reactions from USPTO patents (1976-2016). The task is: Predict the product of the given reaction. (1) Given the reactants [Cl:1][C:2]1[C:7]([F:8])=[CH:6][C:5]([C:9]2[N:10]=[C:11]([N:18]3CCC=C[CH2:20][CH2:19]3)[C:12]3[S:17][CH:16]=[CH:15][C:13]=3[N:14]=2)=[C:4]([F:25])[CH:3]=1.C[N+]1([O-])CC[O:30]CC1.[CH2:34]1[CH2:38][O:37][CH2:36][CH2:35]1.O.Cl.CCOC(C)=O, predict the reaction product. The product is: [ClH:1].[Cl:1][C:2]1[C:7]([F:8])=[CH:6][C:5]([C:9]2[N:10]=[C:11]([N:18]3[CH2:38][CH2:34][CH:35]([OH:30])[CH:36]([OH:37])[CH2:20][CH2:19]3)[C:12]3[S:17][CH:16]=[CH:15][C:13]=3[N:14]=2)=[C:4]([F:25])[CH:3]=1. (2) Given the reactants [F:1][C:2]1[CH:3]=[CH:4][C:5]2[O:9][CH2:8][CH2:7][C:6]=2[CH:10]=1.[Al+3].[Cl-].[Cl-].[Cl-].[OH:15][C:16]([C:24]([F:27])([F:26])[F:25])([CH:20]=[C:21]([CH3:23])[CH3:22])[C:17]([OH:19])=[O:18].Cl, predict the reaction product. The product is: [F:1][C:2]1[CH:3]=[C:4]([C:21]([CH3:23])([CH3:22])[CH2:20][C:16]([OH:15])([C:24]([F:25])([F:26])[F:27])[C:17]([OH:19])=[O:18])[C:5]2[O:9][CH2:8][CH2:7][C:6]=2[CH:10]=1. (3) Given the reactants N1C=CC=CC=1.[CH2:7]([O:14][CH2:15][C:16](Cl)=[O:17])[C:8]1[CH:13]=[CH:12][CH:11]=[CH:10][CH:9]=1.[NH2:19][S:20]([C:23]1[CH:28]=[CH:27][C:26]([CH2:29][CH2:30][NH:31][CH2:32][C:33]2[CH:34]=[C:35]([C:39]3[CH:44]=[CH:43][CH:42]=[C:41]([C:45]([NH:47][CH2:48][CH2:49][N:50]4[CH2:54][CH2:53][CH2:52][CH2:51]4)=[O:46])[CH:40]=3)[CH:36]=[CH:37][CH:38]=2)=[CH:25][CH:24]=1)(=[O:22])=[O:21], predict the reaction product. The product is: [NH2:19][S:20]([C:23]1[CH:24]=[CH:25][C:26]([CH2:29][CH2:30][N:31]([CH2:32][C:33]2[CH:34]=[C:35]([C:39]3[CH:44]=[CH:43][CH:42]=[C:41]([C:45]([NH:47][CH2:48][CH2:49][N:50]4[CH2:54][CH2:53][CH2:52][CH2:51]4)=[O:46])[CH:40]=3)[CH:36]=[CH:37][CH:38]=2)[C:16](=[O:17])[CH2:15][O:14][CH2:7][C:8]2[CH:13]=[CH:12][CH:11]=[CH:10][CH:9]=2)=[CH:27][CH:28]=1)(=[O:22])=[O:21].